From a dataset of Catalyst prediction with 721,799 reactions and 888 catalyst types from USPTO. Predict which catalyst facilitates the given reaction. (1) Reactant: [CH2:1]([N:3]([CH2:28][CH3:29])[CH2:4][CH2:5][O:6][C:7]1[CH:12]=[CH:11][C:10]([C:13]([C:22]2[CH:27]=[CH:26][CH:25]=[CH:24][CH:23]=2)(O)[CH2:14][C:15]2[CH:20]=[CH:19][CH:18]=[CH:17][CH:16]=2)=[CH:9][CH:8]=1)[CH3:2].[ClH:30]. Product: [ClH:30].[CH2:28]([N:3]([CH2:1][CH3:2])[CH2:4][CH2:5][O:6][C:7]1[CH:12]=[CH:11][C:10]([C:13]([C:22]2[CH:23]=[CH:24][CH:25]=[CH:26][CH:27]=2)=[CH:14][C:15]2[CH:16]=[CH:17][CH:18]=[CH:19][CH:20]=2)=[CH:9][CH:8]=1)[CH3:29]. The catalyst class is: 8. (2) Reactant: Cl.[CH3:2][NH:3][OH:4].C[O-].[Na+].[OH:8][C:9]1[CH:10]=[C:11]2[C:16](=[CH:17][CH:18]=1)[O:15][CH:14]([C:19]1[CH:24]=[CH:23][CH:22]=[CH:21][CH:20]=1)[CH2:13]/[C:12]/2=[N:25]\[C:26]#[N:27]. Product: [NH2:27][C:26]1[N:3]([CH3:2])[O:4][C:12]2([C:11]3[C:16](=[CH:17][CH:18]=[C:9]([OH:8])[CH:10]=3)[O:15][CH:14]([C:19]3[CH:24]=[CH:23][CH:22]=[CH:21][CH:20]=3)[CH2:13]2)[N:25]=1. The catalyst class is: 5.